Dataset: TCR-epitope binding with 47,182 pairs between 192 epitopes and 23,139 TCRs. Task: Binary Classification. Given a T-cell receptor sequence (or CDR3 region) and an epitope sequence, predict whether binding occurs between them. (1) The epitope is CINGVCWTV. The TCR CDR3 sequence is CASSEIGRSTGELFF. Result: 1 (the TCR binds to the epitope). (2) Result: 1 (the TCR binds to the epitope). The TCR CDR3 sequence is CASSSPGQGGETQYF. The epitope is KPLEFGATSAAL. (3) The epitope is FLNGSCGSV. The TCR CDR3 sequence is CASSQDLGLVAFF. Result: 1 (the TCR binds to the epitope).